The task is: Predict the reaction yield, written as a fraction of the theoretical maximum amount of product (1.0 means a 100% yield; for example, 0.34 means a 34% yield).. This data is from Reaction yield outcomes from USPTO patents with 853,638 reactions. (1) The reactants are [F:1][C:2]1[CH:7]=[C:6]([F:8])[CH:5]=[CH:4][C:3]=1[CH:9]([C:11]1[CH:16]=[CH:15][CH:14]=[CH:13][CH:12]=1)[OH:10].O.C1(C)C=CC(S(O)(=O)=O)=CC=1.O[CH:30]1[CH2:35][CH2:34][NH:33][CH2:32][CH2:31]1. The product is [F:1][C:2]1[CH:7]=[C:6]([F:8])[CH:5]=[CH:4][C:3]=1[CH:9]([C:11]1[CH:12]=[CH:13][CH:14]=[CH:15][CH:16]=1)[O:10][CH:30]1[CH2:35][CH2:34][NH:33][CH2:32][CH2:31]1. The catalyst is C1(C)C=CC=CC=1. The yield is 0.549. (2) The reactants are [N:1]1[CH:6]=[CH:5][CH:4]=[CH:3][C:2]=1[CH2:7][CH2:8][CH2:9][OH:10].C[N+]1([O-])CCOCC1. The catalyst is C(Cl)Cl.CCC[N+](CCC)(CCC)CCC.[O-][Ru](=O)(=O)=O. The product is [N:1]1[CH:6]=[CH:5][CH:4]=[CH:3][C:2]=1[CH2:7][CH2:8][CH:9]=[O:10]. The yield is 0.110. (3) The reactants are [OH:1][C:2]1[CH:3]=[C:4]([CH2:9][C@H:10]([NH:27]C(OC(C)(C)C)=O)[C:11]([O:13][C@H:14]([CH3:26])[C@H:15]([O:17][C:18]([C:20]2[CH:25]=[CH:24][CH:23]=[CH:22][CH:21]=2)=[O:19])[CH3:16])=[O:12])[CH:5]=[CH:6][C:7]=1[OH:8].[ClH:35]. The catalyst is O1CCOCC1. The product is [ClH:35].[NH2:27][C@@H:10]([CH2:9][C:4]1[CH:5]=[CH:6][C:7]([OH:8])=[C:2]([OH:1])[CH:3]=1)[C:11]([O:13][C@H:14]([CH3:26])[C@H:15]([O:17][C:18]([C:20]1[CH:25]=[CH:24][CH:23]=[CH:22][CH:21]=1)=[O:19])[CH3:16])=[O:12]. The yield is 0.870. (4) The reactants are [CH3:1][O:2][C:3]1[N:8]=[CH:7][C:6]([CH:9]([OH:15])[CH:10]([N+:12]([O-:14])=[O:13])[CH3:11])=[CH:5][CH:4]=1.[H][H]. The catalyst is CO.[Pd]. The product is [CH3:1][O:2][C:3]1[N:8]=[CH:7][C:6]([CH:9]([OH:15])[CH:10]([N+:12]([O-:14])=[O:13])[CH3:11])=[CH:5][CH:4]=1.[NH2:12][C@@H:10]([CH3:11])[C@@H:9]([C:6]1[CH:7]=[N:8][C:3]([O:2][CH3:1])=[CH:4][CH:5]=1)[OH:15]. The yield is 0.240. (5) The reactants are [CH2:1]([NH:8][C:9](=[O:17])[C:10]([F:16])([F:15])[CH2:11][C:12](O)=[O:13])[C:2]1[CH:7]=[CH:6][CH:5]=[CH:4][CH:3]=1.O=S(Cl)Cl. The catalyst is C(OC(C)=O)(C)C.[Cl-].[Na+].O. The product is [CH2:1]([N:8]1[C:12](=[O:13])[CH2:11][C:10]([F:16])([F:15])[C:9]1=[O:17])[C:2]1[CH:7]=[CH:6][CH:5]=[CH:4][CH:3]=1. The yield is 0.650.